This data is from Full USPTO retrosynthesis dataset with 1.9M reactions from patents (1976-2016). The task is: Predict the reactants needed to synthesize the given product. (1) Given the product [CH2:1]([NH:8][CH2:9][CH:11]1[CH2:20][CH:19]([O:21][Si:22]([C:25]([CH3:28])([CH3:27])[CH3:26])([CH3:23])[CH3:24])[C:18]2[C:13](=[CH:14][CH:15]=[CH:16][CH:17]=2)[O:12]1)[C:2]1[CH:3]=[CH:4][CH:5]=[CH:6][CH:7]=1, predict the reactants needed to synthesize it. The reactants are: [CH2:1]([NH:8][C:9]([CH:11]1[CH2:20][CH:19]([O:21][Si:22]([C:25]([CH3:28])([CH3:27])[CH3:26])([CH3:24])[CH3:23])[C:18]2[C:13](=[CH:14][CH:15]=[CH:16][CH:17]=2)[O:12]1)=O)[C:2]1[CH:7]=[CH:6][CH:5]=[CH:4][CH:3]=1.[H-].[H-].COCCO[Al+]OCCOC.[Na+].[OH-].[Na+]. (2) Given the product [Cl:13][C:10]1[C:9]2[C:4](=[CH:5][C:6]([F:15])=[CH:7][C:8]=2[F:14])[N:3]=[C:2]([C:21]2[CH:22]=[N:23][C:18]([O:17][CH3:16])=[CH:19][CH:20]=2)[C:11]=1[CH3:12], predict the reactants needed to synthesize it. The reactants are: Cl[C:2]1[C:11]([CH3:12])=[C:10]([Cl:13])[C:9]2[C:4](=[CH:5][C:6]([F:15])=[CH:7][C:8]=2[F:14])[N:3]=1.[CH3:16][O:17][C:18]1[N:23]=[CH:22][C:21](B(O)O)=[CH:20][CH:19]=1.C(=O)([O-])[O-].[K+].[K+].